From a dataset of Catalyst prediction with 721,799 reactions and 888 catalyst types from USPTO. Predict which catalyst facilitates the given reaction. Product: [NH2:1][C:2]1[C:3]2[C:10]([C:11]3[CH:12]=[N:13][C:14]4[C:19]([CH:20]=3)=[CH:18][CH:17]=[CH:16][CH:15]=4)=[C:9]3[CH2:26][CH2:25][C@H:24]([NH:27][C:28](=[O:34])[O:29][C:30]([CH3:33])([CH3:32])[CH3:31])[CH2:23][CH2:22][N:8]3[C:4]=2[N:5]=[CH:6][N:7]=1. Reactant: [NH2:1][C:2]1[C:3]2[C:10]([C:11]3[CH:12]=[N:13][C:14]4[C:19]([CH:20]=3)=[CH:18][CH:17]=[CH:16][CH:15]=4)=[C:9](Br)[N:8]([CH2:22][CH2:23][C@@H:24]([NH:27][C:28](=[O:34])[O:29][C:30]([CH3:33])([CH3:32])[CH3:31])[CH:25]=[CH2:26])[C:4]=2[N:5]=[CH:6][N:7]=1.C12BC(CCC1)CCC2.[OH-].[Na+]. The catalyst class is: 176.